The task is: Regression. Given a peptide amino acid sequence and an MHC pseudo amino acid sequence, predict their binding affinity value. This is MHC class II binding data.. This data is from Peptide-MHC class II binding affinity with 134,281 pairs from IEDB. (1) The peptide sequence is LSLCIEIDSCNANGC. The MHC is DRB1_0101 with pseudo-sequence DRB1_0101. The binding affinity (normalized) is 0.539. (2) The peptide sequence is PVVHFFKNIVTPRTPPY. The MHC is HLA-DQA10101-DQB10501 with pseudo-sequence HLA-DQA10101-DQB10501. The binding affinity (normalized) is 0.458.